Dataset: Catalyst prediction with 721,799 reactions and 888 catalyst types from USPTO. Task: Predict which catalyst facilitates the given reaction. (1) Reactant: [O:1]1[CH2:5][CH2:4][N:3]=[C:2]1[C@H:6]1[CH2:11][N:10](C(OC(C)(C)C)=O)[C@H:9]([CH3:19])[CH2:8][CH2:7]1.C1C(=O)N([Br:27])C(=O)C1.CC(N=NC(C#N)(C)C)(C#N)C. Product: [Br:27][C:4]1[N:3]=[C:2]([C@@H:6]2[CH2:7][CH2:8][C@@H:9]([CH3:19])[NH:10][CH2:11]2)[O:1][CH:5]=1. The catalyst class is: 53. (2) Reactant: [N:1]1[CH:2]=[CH:3][N:4]2[CH:9]=[C:8](B(O)O)[CH:7]=[CH:6][C:5]=12.FC(F)(F)S(O[C:19]1[CH:28]=[CH:27][CH:26]=[C:25]2[C:20]=1[CH2:21][C@H:22]([N:29]([CH2:37][C:38]1[CH:43]=[CH:42][CH:41]=[CH:40][CH:39]=1)[CH2:30][C:31]1[CH:36]=[CH:35][CH:34]=[CH:33][CH:32]=1)[CH2:23][O:24]2)(=O)=O.C(=O)([O-])[O-].[K+].[K+]. Product: [CH2:37]([N:29]([CH2:30][C:31]1[CH:36]=[CH:35][CH:34]=[CH:33][CH:32]=1)[C@H:22]1[CH2:21][C:20]2[C:25](=[CH:26][CH:27]=[CH:28][C:19]=2[C:8]2[CH:7]=[CH:6][C:5]3[N:4]([CH:3]=[CH:2][N:1]=3)[CH:9]=2)[O:24][CH2:23]1)[C:38]1[CH:39]=[CH:40][CH:41]=[CH:42][CH:43]=1. The catalyst class is: 32. (3) Reactant: Br[CH2:2][C:3]([O:5][CH2:6][CH3:7])=[O:4].[O:8]1[C:17]2[C:12](=[N:13][CH:14]=[CH:15][CH:16]=2)[O:11][C@@H:10]([CH2:18][N:19]([CH2:24][C:25]2[CH:30]=[CH:29][CH:28]=[CH:27][CH:26]=2)[CH2:20][CH2:21][CH2:22][NH2:23])[CH2:9]1.C(N(CC)CC)C. Product: [O:8]1[C:17]2[C:12](=[N:13][CH:14]=[CH:15][CH:16]=2)[O:11][C@@H:10]([CH2:18][N:19]([CH2:24][C:25]2[CH:26]=[CH:27][CH:28]=[CH:29][CH:30]=2)[CH2:20][CH2:21][CH2:22][NH:23][CH2:2][C:3]([O:5][CH2:6][CH3:7])=[O:4])[CH2:9]1. The catalyst class is: 1. (4) Reactant: Cl.[OH:2][C:3]1[CH:4]=[C:5]([CH:8]=[C:9]([O:13][CH3:14])[C:10]=1[O:11][CH3:12])[CH:6]=O.[SH:15][CH2:16][C:17]1[CH:22]=[CH:21][CH:20]=[CH:19][C:18]=1[SH:23].C([O-])(O)=O.[Na+]. Product: [S:23]1[C:18]2[CH:19]=[CH:20][CH:21]=[CH:22][C:17]=2[CH2:16][S:15][CH:6]1[C:5]1[CH:8]=[C:9]([O:13][CH3:14])[C:10]([O:11][CH3:12])=[C:3]([OH:2])[CH:4]=1. The catalyst class is: 4. (5) Product: [NH2:1][C:2]1[C:3]2[CH:14]=[CH:13][CH:12]=[CH:11][C:4]=2[S:5][C:6]=1[C:7]([OH:9])=[O:8]. Reactant: [NH2:1][C:2]1[C:3]2[CH:14]=[CH:13][CH:12]=[CH:11][C:4]=2[S:5][C:6]=1[C:7]([O:9]C)=[O:8].O.[OH-].[Li+].O. The catalyst class is: 5. (6) Reactant: [NH2:1][C:2]1[S:3][C:4]2[C:10]([Br:11])=[CH:9][CH:8]=[C:7]([O:12][CH3:13])[C:5]=2[N:6]=1.N1C=CC=CC=1.[CH3:20][C:21]1[S:25][C:24]([C:26](Cl)=[O:27])=[CH:23][CH:22]=1. Product: [Br:11][C:10]1[C:4]2[S:3][C:2]([NH:1][C:26]([C:24]3[S:25][C:21]([CH3:20])=[CH:22][CH:23]=3)=[O:27])=[N:6][C:5]=2[C:7]([O:12][CH3:13])=[CH:8][CH:9]=1. The catalyst class is: 4. (7) Reactant: II.[Br-:3].COC(=O)[C@@H]1CCCN1[CH2:12][C:13]1[CH:18]=[CH:17][CH:16]=[CH:15][CH:14]=1.[NH4+].[Cl-]. Product: [Br:3][C:13]1[CH:18]=[CH:17][C:12]([C:13]2[CH:14]=[CH:15][CH:16]=[CH:17][CH:18]=2)=[CH:15][CH:14]=1. The catalyst class is: 116. (8) Reactant: [Cl:1][C:2]1[C:7]2[N:8]=[C:9]([CH2:12][O:13][CH2:14][CH3:15])[N:10]([NH2:11])[C:6]=2[C:5]([CH3:16])=[C:4]([CH3:17])[N:3]=1.C(O[CH:21](OCC)[CH2:22][CH2:23][NH:24][C:25](=[O:27])[OH:26])C.[C:31]1([CH3:41])[CH:36]=CC(S([O-])(=O)=O)=C[CH:32]=1.[NH+]1C=CC=CC=1.C(NN1C2C(C)=C(C)N=C(Cl)C=2N=C1COCC)(C)(C)C. Product: [Cl:1][C:2]1[C:7]2[N:8]=[C:9]([CH2:12][O:13][CH2:14][CH3:15])[N:10]([N:11]=[CH:21][CH2:22][CH2:23][NH:24][C:25](=[O:27])[O:26][C:31]([CH3:41])([CH3:36])[CH3:32])[C:6]=2[C:5]([CH3:16])=[C:4]([CH3:17])[N:3]=1. The catalyst class is: 10. (9) Product: [Br:9][C:4]1[C:5]([OH:8])=[N:6][CH:7]=[C:2]([Cl:1])[CH:3]=1. Reactant: [Cl:1][C:2]1[CH:3]=[CH:4][C:5]([OH:8])=[N:6][CH:7]=1.[Br:9]Br.O. The catalyst class is: 15.